Dataset: Full USPTO retrosynthesis dataset with 1.9M reactions from patents (1976-2016). Task: Predict the reactants needed to synthesize the given product. (1) Given the product [CH3:4][C:5]1[C:10]([O:11][C:12]2[CH:17]=[CH:16][N:15]=[C:14]([NH:18][C:19]3[CH:29]=[CH:28][C:22]([C:23]([O-:25])=[O:24])=[CH:21][CH:20]=3)[CH:13]=2)=[CH:9][CH:8]=[C:7]([CH3:30])[N:6]=1.[Li+:3], predict the reactants needed to synthesize it. The reactants are: O.[OH-].[Li+:3].[CH3:4][C:5]1[C:10]([O:11][C:12]2[CH:17]=[CH:16][N:15]=[C:14]([NH:18][C:19]3[CH:29]=[CH:28][C:22]([C:23]([O:25]CC)=[O:24])=[CH:21][CH:20]=3)[CH:13]=2)=[CH:9][CH:8]=[C:7]([CH3:30])[N:6]=1. (2) The reactants are: [C:1]1([C:7]2[N:8]=[C:9]([CH2:18][CH2:19][CH2:20][CH2:21][CH2:22][CH2:23][C:24]([OH:26])=O)[O:10][C:11]=2[C:12]2[CH:17]=[CH:16][CH:15]=[CH:14][CH:13]=2)[CH:6]=[CH:5][CH:4]=[CH:3][CH:2]=1.CC(C1C=CC(C2OC(CCCCCC([NH:49][OH:50])=O)=NC=2C2C=CC=CC=2)=CC=1)(C)C. Given the product [OH:50][NH:49][C:24](=[O:26])[CH2:23][CH2:22][CH2:21][CH2:20][CH2:19][CH2:18][C:9]1[O:10][C:11]([C:12]2[CH:17]=[CH:16][CH:15]=[CH:14][CH:13]=2)=[C:7]([C:1]2[CH:6]=[CH:5][CH:4]=[CH:3][CH:2]=2)[N:8]=1, predict the reactants needed to synthesize it. (3) Given the product [Br:14][CH2:12][C:10]1[NH:9][N:8]=[C:7]([C:4]2[CH:5]=[CH:6][N:1]=[CH:2][CH:3]=2)[CH:11]=1, predict the reactants needed to synthesize it. The reactants are: [N:1]1[CH:6]=[CH:5][C:4]([C:7]2[CH:11]=[C:10]([CH2:12]O)[NH:9][N:8]=2)=[CH:3][CH:2]=1.[BrH:14].CC(O)=O.